From a dataset of Catalyst prediction with 721,799 reactions and 888 catalyst types from USPTO. Predict which catalyst facilitates the given reaction. Reactant: [Si:1]([O:8][CH2:9][C:10]1([CH3:30])[S:16][CH2:15][CH2:14][N:13]2[C:17]([C:20]3([C:23]4[CH:28]=[CH:27][C:26](Cl)=[CH:25][CH:24]=4)[CH2:22][CH2:21]3)=[N:18][N:19]=[C:12]2[CH2:11]1)([C:4]([CH3:7])([CH3:6])[CH3:5])([CH3:3])[CH3:2].[N:31]1[CH:36]=[CH:35][C:34](B(O)O)=[CH:33][CH:32]=1.C1(P(C2CCCCC2)C2CCCCC2)CCCCC1.P([O-])([O-])([O-])=O.[K+].[K+].[K+].C(=O)([O-])O.[Na+]. Product: [Si:1]([O:8][CH2:9][C:10]1([CH3:30])[S:16][CH2:15][CH2:14][N:13]2[C:17]([C:20]3([C:23]4[CH:28]=[CH:27][C:26]([C:34]5[CH:35]=[CH:36][N:31]=[CH:32][CH:33]=5)=[CH:25][CH:24]=4)[CH2:22][CH2:21]3)=[N:18][N:19]=[C:12]2[CH2:11]1)([C:4]([CH3:7])([CH3:6])[CH3:5])([CH3:3])[CH3:2]. The catalyst class is: 333.